From a dataset of Forward reaction prediction with 1.9M reactions from USPTO patents (1976-2016). Predict the product of the given reaction. Given the reactants [N:1]1([C:6]2[CH:7]=[N:8][CH:9]=[CH:10][CH:11]=2)[CH:5]=[CH:4][CH:3]=[N:2]1.[Br:12]N1C(=O)CCC1=O, predict the reaction product. The product is: [Br:12][C:4]1[CH:3]=[N:2][N:1]([C:6]2[CH:7]=[N:8][CH:9]=[CH:10][CH:11]=2)[CH:5]=1.